Task: Predict the reaction yield, written as a fraction of the theoretical maximum amount of product (1.0 means a 100% yield; for example, 0.34 means a 34% yield).. Dataset: Reaction yield outcomes from USPTO patents with 853,638 reactions (1) The reactants are [NH2:1][C:2]1[CH:7]=[CH:6][C:5]([S:8][CH2:9][C:10]2[CH:15]=[CH:14][CH:13]=[CH:12][CH:11]=2)=[CH:4][C:3]=1/[CH:16]=[CH:17]/[C:18]([O:20][CH2:21][CH3:22])=[O:19].[Br:23][C:24]1[CH:29]=[C:28]([CH3:30])[C:27](I)=[CH:26][C:25]=1[F:32].C(=O)([O-])[O-].[Cs+].[Cs+]. The catalyst is C1C=CC(/C=C/C(/C=C/C2C=CC=CC=2)=O)=CC=1.C1C=CC(/C=C/C(/C=C/C2C=CC=CC=2)=O)=CC=1.C1C=CC(/C=C/C(/C=C/C2C=CC=CC=2)=O)=CC=1.[Pd].[Pd].CC1(C)C2C(=C(P(C3C=CC=CC=3)C3C=CC=CC=3)C=CC=2)OC2C(P(C3C=CC=CC=3)C3C=CC=CC=3)=CC=CC1=2. The product is [CH2:9]([S:8][C:5]1[CH:6]=[CH:7][C:2]([NH:1][C:27]2[CH:26]=[C:25]([F:32])[C:24]([Br:23])=[CH:29][C:28]=2[CH3:30])=[C:3](/[CH:16]=[CH:17]/[C:18]([O:20][CH2:21][CH3:22])=[O:19])[CH:4]=1)[C:10]1[CH:15]=[CH:14][CH:13]=[CH:12][CH:11]=1. The yield is 0.860. (2) The reactants are [CH3:1][O:2][C:3]1[CH:8]=[CH:7][C:6]([C:9]2([C:12]([OH:14])=[O:13])[CH2:11][CH2:10]2)=[CH:5][CH:4]=1.O.[C:16]1(C)C=CC(S(O)(=O)=O)=CC=1. The catalyst is CO. The product is [CH3:16][O:13][C:12]([C:9]1([C:6]2[CH:5]=[CH:4][C:3]([O:2][CH3:1])=[CH:8][CH:7]=2)[CH2:10][CH2:11]1)=[O:14]. The yield is 0.990. (3) The product is [ClH:16].[ClH:16].[CH3:1][N:2]1[CH2:7][CH2:6][CH:5]([C:8]([C:10]2[N:15]=[CH:14][CH:13]=[CH:12][CH:11]=2)=[O:9])[CH2:4][CH2:3]1. The reactants are [CH3:1][N:2]1[CH2:7][CH2:6][CH:5]([C:8]([C:10]2[N:15]=[CH:14][CH:13]=[CH:12][CH:11]=2)=[O:9])[CH2:4][CH2:3]1.[ClH:16].C(O)C. The catalyst is C(O)C. The yield is 0.630. (4) The reactants are [CH:1]1([C:4]2[N:13]=[C:12]([N:14]3[CH2:19][CH2:18][N:17]([C:20]4[CH:25]=[CH:24][CH:23]=[CH:22][C:21]=4N)[CH2:16][CH2:15]3)[C:11]3[C:6](=[CH:7][C:8]([O:29][CH3:30])=[C:9]([O:27][CH3:28])[CH:10]=3)[N:5]=2)[CH2:3][CH2:2]1.[CH2:31]1OCOCO1.[BH3-][C:38]#[N:39].[Na+]. The catalyst is CC(O)=O.CO.CCOC(C)=O. The product is [CH:1]1([C:4]2[N:13]=[C:12]([N:14]3[CH2:19][CH2:18][N:17]([C:20]4[CH:25]=[CH:24][CH:23]=[CH:22][C:21]=4[NH:39][CH2:38][CH3:31])[CH2:16][CH2:15]3)[C:11]3[C:6](=[CH:7][C:8]([O:29][CH3:30])=[C:9]([O:27][CH3:28])[CH:10]=3)[N:5]=2)[CH2:3][CH2:2]1. The yield is 0.160. (5) The yield is 0.800. The catalyst is C(Cl)Cl.CCOC(C)=O.CCOCC. The reactants are [NH2:1][C:2](=[O:25])[CH2:3][N:4]1[C:12]2[CH:11]=[CH:10][CH:9]=[CH:8][C:7]=2[C:6]2[CH2:13][CH2:14][N:15](C(OC(C)(C)C)=O)[CH2:16][CH2:17][C:5]1=2.C(C(O)=O)(F)(F)F.[ClH:33]. The product is [ClH:33].[CH2:13]1[C:6]2[C:7]3[CH:8]=[CH:9][CH:10]=[CH:11][C:12]=3[N:4]([CH2:3][C:2]([NH2:1])=[O:25])[C:5]=2[CH2:17][CH2:16][NH:15][CH2:14]1. (6) The reactants are [NH:1]1[C:5]2[CH:6]=[CH:7][CH:8]=[CH:9][C:4]=2[N:3]=[N:2]1.[S:10]1[CH:14]=[CH:13][CH:12]=[C:11]1[CH2:15][CH2:16][NH2:17].[CH2:18]=O. The catalyst is CCOCC. The product is [N:1]1([CH2:18][NH:17][CH2:16][CH2:15][C:11]2[S:10][CH:14]=[CH:13][CH:12]=2)[C:5]2[CH:6]=[CH:7][CH:8]=[CH:9][C:4]=2[N:3]=[N:2]1. The yield is 1.00. (7) The reactants are Cl[C:2]1[N:7]=[CH:6][N:5]=[C:4]([NH2:8])[C:3]=1[C:9]1[CH:13]=[CH:12][O:11][N:10]=1.[NH2:14][C@H:15]([C:18]1[N:19]([C:30]2[CH:35]=[CH:34][CH:33]=[CH:32][CH:31]=2)[C:20](=[O:29])[C:21]2[C:26]([CH:27]=1)=[CH:25][CH:24]=[CH:23][C:22]=2[F:28])[CH2:16][CH3:17].C(N(CC)C(C)C)(C)C. The catalyst is C(O)CCC. The product is [NH2:8][C:4]1[N:5]=[CH:6][N:7]=[C:2]([NH:14][C@H:15]([C:18]2[N:19]([C:30]3[CH:35]=[CH:34][CH:33]=[CH:32][CH:31]=3)[C:20](=[O:29])[C:21]3[C:26]([CH:27]=2)=[CH:25][CH:24]=[CH:23][C:22]=3[F:28])[CH2:16][CH3:17])[C:3]=1[C:9]1[CH:13]=[CH:12][O:11][N:10]=1. The yield is 0.130. (8) The reactants are C1C(=O)N([I:8])C(=O)C1.[C:9]([NH:12][C:13]1[N:18]2[C:19]3[N:25]=[CH:24][CH:23]=[CH:22][C:20]=3[CH:21]=[C:17]2[CH:16]=[CH:15][N:14]=1)(=[O:11])[CH3:10]. The catalyst is C(Cl)Cl. The product is [C:9]([NH:12][C:13]1[N:18]2[C:19]3[N:25]=[CH:24][CH:23]=[CH:22][C:20]=3[C:21]([I:8])=[C:17]2[CH:16]=[CH:15][N:14]=1)(=[O:11])[CH3:10]. The yield is 0.930. (9) The reactants are C[O:2][C:3]([N:5]1[CH:10]=[C:9]2[C:11](=[O:15])[CH2:12][NH:13][CH:14]=[C:8]2[CH:7]=[CH:6]1)=[O:4].[Li+].[OH-].Cl. The catalyst is C1COCC1.O. The product is [O:15]=[C:11]1[C:9]2[C:8]([CH:7]=[CH:6][N:5]([C:3]([OH:4])=[O:2])[CH:10]=2)=[CH:14][NH:13][CH2:12]1. The yield is 0.955. (10) The reactants are [CH3:1][CH2:2][C@H:3]1[O:18][C:16](=[O:17])[C@H:15]([CH3:19])[C@@H:14]([O:20][C@@H:21]2[O:26][C@@H:25]([CH3:27])[C@H:24]([OH:28])[C@@:23]([O:30][CH3:31])([CH3:29])[CH2:22]2)[C@H:13]([CH3:32])[C@@H:12]([O:33][C@@H:34]2[O:39][C@H:38]([CH3:40])[CH2:37][C@H:36]([N:41](C)[CH3:42])[C@H:35]2[OH:44])[C@@:11]([OH:46])([CH3:45])[CH2:10][C@@H:9]([CH3:47])[CH2:8][N:7]([CH3:48])[C@H:6]([CH3:49])[C@@H:5]([OH:50])[C@@:4]1([OH:52])[CH3:51].C([O-])(=O)C.[Na+].II.[OH-].[Na+].C(Cl)Cl.CO.[NH4+].[OH-].[NH4+].[OH-]. The catalyst is CO.O. The product is [CH3:1][CH2:2][C@H:3]1[O:18][C:16](=[O:17])[C@H:15]([CH3:19])[C@@H:14]([O:20][C@@H:21]2[O:26][C@@H:25]([CH3:27])[C@H:24]([OH:28])[C@@:23]([O:30][CH3:31])([CH3:29])[CH2:22]2)[C@H:13]([CH3:32])[C@@H:12]([O:33][C@@H:34]2[O:39][C@H:38]([CH3:40])[CH2:37][C@H:36]([NH:41][CH3:42])[C@H:35]2[OH:44])[C@@:11]([OH:46])([CH3:45])[CH2:10][C@@H:9]([CH3:47])[CH2:8][N:7]([CH3:48])[C@H:6]([CH3:49])[C@@H:5]([OH:50])[C@@:4]1([OH:52])[CH3:51]. The yield is 0.550.